Dataset: Catalyst prediction with 721,799 reactions and 888 catalyst types from USPTO. Task: Predict which catalyst facilitates the given reaction. (1) Reactant: Br[C:2]1[CH:3]=[CH:4][C:5]([O:16][CH3:17])=[C:6]([S:8]([NH:11][C:12]([CH3:15])([CH3:14])[CH3:13])(=[O:10])=[O:9])[CH:7]=1.[CH3:18][C:19]1([CH3:35])[C:23]([CH3:25])([CH3:24])[O:22][B:21]([B:21]2[O:22][C:23]([CH3:25])([CH3:24])[C:19]([CH3:35])([CH3:18])[O:20]2)[O:20]1.C([O-])(=O)C.[K+].C(Cl)Cl. Product: [C:12]([NH:11][S:8]([C:6]1[CH:7]=[C:2]([B:21]2[O:22][C:23]([CH3:25])([CH3:24])[C:19]([CH3:35])([CH3:18])[O:20]2)[CH:3]=[CH:4][C:5]=1[O:16][CH3:17])(=[O:10])=[O:9])([CH3:15])([CH3:14])[CH3:13]. The catalyst class is: 12. (2) Reactant: [F:1][C:2]1[CH:9]=[C:8]([N:10]2[CH2:15][CH2:14][O:13][CH2:12][CH2:11]2)[CH:7]=[CH:6][C:3]=1[CH:4]=O.[CH3:16][C@@H:17]1[CH2:22][NH:21][CH2:20][CH2:19][N:18]1[C:23]([O:25][C:26]([CH3:29])([CH3:28])[CH3:27])=[O:24].ClCCCl.C(O[BH-](OC(=O)C)OC(=O)C)(=O)C.[Na+]. Product: [F:1][C:2]1[CH:9]=[C:8]([N:10]2[CH2:15][CH2:14][O:13][CH2:12][CH2:11]2)[CH:7]=[CH:6][C:3]=1[CH2:4][N:21]1[CH2:20][CH2:19][N:18]([C:23]([O:25][C:26]([CH3:29])([CH3:28])[CH3:27])=[O:24])[C@H:17]([CH3:16])[CH2:22]1. The catalyst class is: 6. (3) Reactant: [N:1]1([CH2:8][CH2:9][O:10][C:11]2[CH:16]=[CH:15][C:14]([C:17]([C:19]3[C:28]4[C:23](=[CH:24][C:25]([O:29][CH3:30])=[CH:26][CH:27]=4)[CH:22]=[CH:21][C:20]=3[OH:31])=[O:18])=[CH:13][CH:12]=2)[CH2:7][CH2:6][CH2:5][CH2:4][CH2:3][CH2:2]1.C(N(CC)CC)C.[F:39][C:40]([F:53])([F:52])[S:41](O[S:41]([C:40]([F:53])([F:52])[F:39])(=[O:43])=[O:42])(=[O:43])=[O:42]. Product: [N:1]1([CH2:8][CH2:9][O:10][C:11]2[CH:16]=[CH:15][C:14]([C:17]([C:19]3[C:28]4[C:23](=[CH:24][C:25]([O:29][CH3:30])=[CH:26][CH:27]=4)[CH:22]=[CH:21][C:20]=3[O:31][S:41]([C:40]([F:53])([F:52])[F:39])(=[O:43])=[O:42])=[O:18])=[CH:13][CH:12]=2)[CH2:7][CH2:6][CH2:5][CH2:4][CH2:3][CH2:2]1. The catalyst class is: 503. (4) Reactant: [N:1]1([C:11]([O:13][C:14]([CH3:17])([CH3:16])[CH3:15])=[O:12])[CH:5]=[CH:4][CH2:3][C@@H:2]1[C:6]([O:8][CH2:9][CH3:10])=[O:7].[C:18]1(C)C=CC=CC=1.C([Zn]CC)C.ICI.C(=O)([O-])O.[Na+]. Product: [C@H:5]12[CH2:18][C@H:4]1[CH2:3][C@H:2]([C:6]([O:8][CH2:9][CH3:10])=[O:7])[N:1]2[C:11]([O:13][C:14]([CH3:16])([CH3:15])[CH3:17])=[O:12]. The catalyst class is: 133. (5) Reactant: [CH2:1]([O:3][C:4]([CH:6]1[CH2:11][CH2:10][C:9](=O)[CH2:8][CH2:7]1)=[O:5])[CH3:2].Cl.[F:14][C:15]([F:26])([F:25])[O:16][C:17]1[CH:22]=[CH:21][C:20]([NH:23]N)=[CH:19][CH:18]=1. Product: [F:14][C:15]([F:25])([F:26])[O:16][C:17]1[CH:22]=[C:21]2[C:20](=[CH:19][CH:18]=1)[NH:23][C:9]1[CH2:10][CH2:11][CH:6]([C:4]([O:3][CH2:1][CH3:2])=[O:5])[CH2:7][C:8]2=1. The catalyst class is: 8. (6) Reactant: [Br:1][C:2]1[CH:11]=[CH:10][CH:9]=[C:8]2[C:3]=1[CH:4]=[CH:5][C:6]([S:12]([OH:15])(=O)=[O:13])=[CH:7]2.O=S(Cl)[Cl:18]. Product: [Br:1][C:2]1[CH:11]=[CH:10][CH:9]=[C:8]2[C:3]=1[CH:4]=[CH:5][C:6]([S:12]([Cl:18])(=[O:15])=[O:13])=[CH:7]2. The catalyst class is: 369. (7) Reactant: [Br:1][C:2]1[CH:18]=[C:17]([CH3:19])[C:5]([O:6][Si:7]([CH:14]([CH3:16])[CH3:15])([CH:11]([CH3:13])[CH3:12])[CH:8]([CH3:10])[CH3:9])=[C:4]([Cl:20])[CH:3]=1.[C:21](=O)=O.CC(C)=O.[Li+].CC([N-]C(C)C)C.C(C1C=CC=CC=1)C.CI. Product: [Br:1][C:2]1[CH:18]=[C:17]([CH3:19])[C:5]([O:6][Si:7]([CH:8]([CH3:9])[CH3:10])([CH:14]([CH3:16])[CH3:15])[CH:11]([CH3:12])[CH3:13])=[C:4]([Cl:20])[C:3]=1[CH3:21]. The catalyst class is: 1. (8) Reactant: [NH2:1][C:2]1[N:7]=[C:6]([N:8]([CH3:15])[C:9]2[CH:14]=[CH:13][CH:12]=[CH:11][CH:10]=2)[N:5]=[C:4]([C:16]2[N:20]=[C:19]([C:21]3[CH:22]=[CH:23][C:24]([CH2:27][OH:28])=[N:25][CH:26]=3)[O:18][N:17]=2)[N:3]=1.[F:29][C:30]([F:41])([F:40])[CH2:31]OS(C(F)(F)F)(=O)=O.[H-].[Na+]. Product: [CH3:15][N:8]([C:9]1[CH:10]=[CH:11][CH:12]=[CH:13][CH:14]=1)[C:6]1[N:7]=[C:2]([NH2:1])[N:3]=[C:4]([C:16]2[N:20]=[C:19]([C:21]3[CH:26]=[N:25][C:24]([CH2:27][O:28][CH2:31][C:30]([F:41])([F:40])[F:29])=[CH:23][CH:22]=3)[O:18][N:17]=2)[N:5]=1. The catalyst class is: 1.